From a dataset of CYP2C19 inhibition data for predicting drug metabolism from PubChem BioAssay. Regression/Classification. Given a drug SMILES string, predict its absorption, distribution, metabolism, or excretion properties. Task type varies by dataset: regression for continuous measurements (e.g., permeability, clearance, half-life) or binary classification for categorical outcomes (e.g., BBB penetration, CYP inhibition). Dataset: cyp2c19_veith. (1) The compound is Cc1cc(-c2ccc(/C=N/n3cnnc3)o2)c([N+](=O)[O-])cc1C. The result is 1 (inhibitor). (2) The molecule is Cn1cc(-c2nc3cnc(Oc4cccc(Cl)c4)nc3n(C3CC3)c2=O)c2ccccc21. The result is 0 (non-inhibitor). (3) The compound is CC(C)N[C@@H](C)Cc1ccc(I)cc1. The result is 0 (non-inhibitor).